This data is from Forward reaction prediction with 1.9M reactions from USPTO patents (1976-2016). The task is: Predict the product of the given reaction. (1) Given the reactants [OH-].[Na+].C[O:4][C:5](=[O:23])[CH:6]([C:11]1[CH:19]=[C:18]([N+:20]([O-:22])=[O:21])[CH:17]=[CH:16][C:12]=1[C:13]([OH:15])=[O:14])C(OC)=O, predict the reaction product. The product is: [C:5]([CH2:6][C:11]1[CH:19]=[C:18]([N+:20]([O-:22])=[O:21])[CH:17]=[CH:16][C:12]=1[C:13]([OH:15])=[O:14])([OH:23])=[O:4]. (2) The product is: [F:1][CH:2]([F:12])[O:3][C:4]1[CH:11]=[CH:10][CH:9]=[CH:8][C:5]=1[CH2:6][O:13][C:14]1[CH:18]=[C:17]([N:19]2[C:23]3[CH:24]=[N:25][CH:26]=[CH:27][C:22]=3[N:21]=[CH:20]2)[S:16][C:15]=1[C:28]([O:30][CH3:31])=[O:29]. Given the reactants [F:1][CH:2]([F:12])[O:3][C:4]1[CH:11]=[CH:10][CH:9]=[CH:8][C:5]=1[CH2:6]Br.[OH:13][C:14]1[CH:18]=[C:17]([N:19]2[C:23]3[CH:24]=[N:25][CH:26]=[CH:27][C:22]=3[N:21]=[CH:20]2)[S:16][C:15]=1[C:28]([O:30][CH3:31])=[O:29].C(=O)([O-])[O-].[K+].[K+], predict the reaction product. (3) Given the reactants [Cl:1][C:2]1[CH:7]=[CH:6][C:5]([C@H:8]2[N:15]3[C:11]([S:12][C:13]([C:19](O)=[O:20])=[C:14]3[CH:16]([CH3:18])[CH3:17])=[N:10][C@:9]2([C:23]2[CH:28]=[CH:27][C:26]([Cl:29])=[CH:25][CH:24]=2)[CH3:22])=[CH:4][CH:3]=1.[CH3:30][N:31]([CH3:35])[CH2:32][CH2:33][NH2:34], predict the reaction product. The product is: [Cl:1][C:2]1[CH:3]=[CH:4][C:5]([C@H:8]2[N:15]3[C:11]([S:12][C:13]([C:19]([NH:34][CH2:33][CH2:32][N:31]([CH3:35])[CH3:30])=[O:20])=[C:14]3[CH:16]([CH3:17])[CH3:18])=[N:10][C@:9]2([C:23]2[CH:28]=[CH:27][C:26]([Cl:29])=[CH:25][CH:24]=2)[CH3:22])=[CH:6][CH:7]=1. (4) Given the reactants [NH2:1][C:2]1[CH:3]=[C:4]2[C:9](=[CH:10][CH:11]=1)[N:8]=[CH:7][C:6]([C:12]#[N:13])=[C:5]2[NH:14][C:15]1[CH:20]=[CH:19][C:18]([F:21])=[C:17]([Cl:22])[CH:16]=1.[CH:23]([C:25]1[C:26](=[O:32])[NH:27][C:28](=[O:31])[NH:29][CH:30]=1)=O.[BH3-]C#N.[Na+], predict the reaction product. The product is: [Cl:22][C:17]1[CH:16]=[C:15]([NH:14][C:5]2[C:4]3[C:9](=[CH:10][CH:11]=[C:2]([NH:1][CH2:23][C:25]4[C:26](=[O:32])[NH:27][C:28](=[O:31])[NH:29][CH:30]=4)[CH:3]=3)[N:8]=[CH:7][C:6]=2[C:12]#[N:13])[CH:20]=[CH:19][C:18]=1[F:21]. (5) Given the reactants [ClH:1].O1CCOCC1.C(OC([N:15]1[CH2:20][CH2:19][N:18]([C:21]2[S:22][C:23]3[CH:29]=[C:28]([Cl:30])[CH:27]=[CH:26][C:24]=3[N:25]=2)[CH2:17][CH2:16]1)=O)(C)(C)C, predict the reaction product. The product is: [ClH:30].[ClH:1].[Cl:30][C:28]1[CH:27]=[CH:26][C:24]2[N:25]=[C:21]([N:18]3[CH2:19][CH2:20][NH:15][CH2:16][CH2:17]3)[S:22][C:23]=2[CH:29]=1. (6) Given the reactants O[C:2]1[CH:7]=[CH:6][CH:5]=[CH:4][C:3]=1[S:8][C:9]1[CH:17]=[CH:16][CH:15]=[CH:14][C:10]=1[C:11]([OH:13])=[O:12], predict the reaction product. The product is: [CH:14]1[C:10]2[C:11](=[O:13])[O:12][C:2]3[CH:7]=[CH:6][CH:5]=[CH:4][C:3]=3[S:8][C:9]=2[CH:17]=[CH:16][CH:15]=1.